Dataset: Reaction yield outcomes from USPTO patents with 853,638 reactions. Task: Predict the reaction yield, written as a fraction of the theoretical maximum amount of product (1.0 means a 100% yield; for example, 0.34 means a 34% yield). (1) The reactants are Cl[CH2:2][Cl:3].[O:4]1[CH:8]=[CH:7][CH:6]=[C:5]1[C:9]1[O:10][C:11]([CH3:16])=[C:12](CO)[N:13]=1.C1(C)C=CC(S(Cl)(=O)=O)=CC=1. The catalyst is O. The yield is 0.310. The product is [Cl:3][CH2:2][C:12]1[N:13]=[C:9]([C:5]2[O:4][CH:8]=[CH:7][CH:6]=2)[O:10][C:11]=1[CH3:16]. (2) The reactants are [N+](=[CH2:3])=[N-].CC1C=CC(S(N(N=O)C)(=O)=O)=CC=1.[CH2:18]([N:25]1[CH2:30][C@@H:29]([OH:31])[CH2:28][C@H:27]([C:32]([O:34][CH3:35])=[O:33])[C@H:26]1[C:36]([O:38][CH2:39][C:40]1[CH:45]=[CH:44][CH:43]=[CH:42][CH:41]=1)=[O:37])[C:19]1[CH:24]=[CH:23][CH:22]=[CH:21][CH:20]=1. The catalyst is CCOCC. The product is [CH2:18]([N:25]1[CH2:30][C@@H:29]([O:31][CH3:3])[CH2:28][C@H:27]([C:32]([O:34][CH3:35])=[O:33])[C@H:26]1[C:36]([O:38][CH2:39][C:40]1[CH:41]=[CH:42][CH:43]=[CH:44][CH:45]=1)=[O:37])[C:19]1[CH:24]=[CH:23][CH:22]=[CH:21][CH:20]=1. The yield is 0.0320. (3) The reactants are [Cl:1][CH:2]([C:7]1[CH:8]=[C:9]([C:22]2[N:27]=[C:26]([CH3:28])[N:25]=[C:24]([N:29]([CH2:39][C:40]3[CH:45]=[CH:44][C:43]([O:46][CH3:47])=[CH:42][CH:41]=3)[CH2:30][C:31]3[CH:36]=[CH:35][C:34]([O:37][CH3:38])=[CH:33][CH:32]=3)[N:23]=2)[C:10]([NH:13][C:14]2[CH:15]=[N:16][C:17]([O:20][CH3:21])=[CH:18][CH:19]=2)=[N:11][CH:12]=1)[C:3]([F:6])([F:5])[F:4].[OH-].[NH4+:49]. The catalyst is CC#N. The product is [Cl:1][CH:2]([C:7]1[CH:8]=[C:9]([C:22]2[N:27]=[C:26]([CH3:28])[N:25]=[C:24]([N:29]([CH2:30][C:31]3[CH:32]=[CH:33][C:34]([O:37][CH3:38])=[CH:35][CH:36]=3)[CH2:39][C:40]3[CH:45]=[CH:44][C:43]([O:46][CH3:47])=[CH:42][CH:41]=3)[N:23]=2)[C:10]([NH:13][C:14]2[CH:15]=[N:16][C:17]([O:20][CH3:21])=[CH:18][CH:19]=2)=[N:11][CH:12]=1)[C:3]([F:4])([F:5])[F:6].[NH2:49][CH:2]([C:7]1[CH:8]=[C:9]([C:22]2[N:27]=[C:26]([CH3:28])[N:25]=[C:24]([N:29]([CH2:39][C:40]3[CH:45]=[CH:44][C:43]([O:46][CH3:47])=[CH:42][CH:41]=3)[CH2:30][C:31]3[CH:36]=[CH:35][C:34]([O:37][CH3:38])=[CH:33][CH:32]=3)[N:23]=2)[C:10]([NH:13][C:14]2[CH:15]=[N:16][C:17]([O:20][CH3:21])=[CH:18][CH:19]=2)=[N:11][CH:12]=1)[C:3]([F:6])([F:5])[F:4]. The yield is 0.960. (4) The reactants are Cl[C:2]1[CH:7]=[C:6]([O:8][C:9]2[CH:10]=[N:11][C:12]([N+:15]([O-:17])=[O:16])=[CH:13][CH:14]=2)[CH:5]=[CH:4][N:3]=1.[CH2:18]([N:25]1[CH2:30][CH2:29][N:28]([C:31]([NH2:33])=[O:32])[CH2:27][CH2:26]1)[C:19]1[CH:24]=[CH:23][CH:22]=[CH:21][CH:20]=1.C(=O)([O-])[O-].[Cs+].[Cs+]. The catalyst is O1CCOCC1.CCOC(C)=O.C1C=CC(/C=C/C(/C=C/C2C=CC=CC=2)=O)=CC=1.C1C=CC(/C=C/C(/C=C/C2C=CC=CC=2)=O)=CC=1.C1C=CC(/C=C/C(/C=C/C2C=CC=CC=2)=O)=CC=1.[Pd].[Pd].CC(C1C=C(C(C)C)C(C2C=CC=CC=2P(C2CCCCC2)C2CCCCC2)=C(C(C)C)C=1)C. The product is [CH2:18]([N:25]1[CH2:26][CH2:27][N:28]([C:31]([NH:33][C:2]2[CH:7]=[C:6]([O:8][C:9]3[CH:10]=[N:11][C:12]([N+:15]([O-:17])=[O:16])=[CH:13][CH:14]=3)[CH:5]=[CH:4][N:3]=2)=[O:32])[CH2:29][CH2:30]1)[C:19]1[CH:24]=[CH:23][CH:22]=[CH:21][CH:20]=1. The yield is 0.660. (5) The reactants are [C:1]([CH:3]1[CH2:8][CH2:7][N:6]([C:9]([O:11][C:12]([CH3:15])([CH3:14])[CH3:13])=[O:10])[CH2:5][CH2:4]1)#[N:2].C[Si]([N-][Si](C)(C)C)(C)C.[K+].Cl[CH2:27][O:28][CH2:29][C:30]1[CH:35]=[CH:34][CH:33]=[CH:32][CH:31]=1.O. The catalyst is C1COCC1.C1(C)C=CC=CC=1.C(OCC)(=O)C. The product is [CH2:29]([O:28][CH2:27][C:3]1([C:1]#[N:2])[CH2:8][CH2:7][N:6]([C:9]([O:11][C:12]([CH3:15])([CH3:14])[CH3:13])=[O:10])[CH2:5][CH2:4]1)[C:30]1[CH:35]=[CH:34][CH:33]=[CH:32][CH:31]=1. The yield is 0.483.